From a dataset of NCI-60 drug combinations with 297,098 pairs across 59 cell lines. Regression. Given two drug SMILES strings and cell line genomic features, predict the synergy score measuring deviation from expected non-interaction effect. (1) Drug 1: CC1C(C(CC(O1)OC2CC(OC(C2O)C)OC3=CC4=CC5=C(C(=O)C(C(C5)C(C(=O)C(C(C)O)O)OC)OC6CC(C(C(O6)C)O)OC7CC(C(C(O7)C)O)OC8CC(C(C(O8)C)O)(C)O)C(=C4C(=C3C)O)O)O)O. Drug 2: C(CC(=O)O)C(=O)CN.Cl. Cell line: MALME-3M. Synergy scores: CSS=49.4, Synergy_ZIP=-2.27, Synergy_Bliss=-1.61, Synergy_Loewe=-20.2, Synergy_HSA=-0.703. (2) Drug 1: COC1=C(C=C2C(=C1)N=CN=C2NC3=CC(=C(C=C3)F)Cl)OCCCN4CCOCC4. Drug 2: CN(CCCl)CCCl.Cl. Cell line: ACHN. Synergy scores: CSS=47.9, Synergy_ZIP=-6.06, Synergy_Bliss=-6.23, Synergy_Loewe=-1.94, Synergy_HSA=-0.998. (3) Drug 1: CN1CCC(CC1)COC2=C(C=C3C(=C2)N=CN=C3NC4=C(C=C(C=C4)Br)F)OC. Drug 2: C1C(C(OC1N2C=NC3=C2NC=NCC3O)CO)O. Cell line: MDA-MB-231. Synergy scores: CSS=10.4, Synergy_ZIP=-4.07, Synergy_Bliss=-0.159, Synergy_Loewe=-0.230, Synergy_HSA=1.18. (4) Drug 1: CC1=C(C(=CC=C1)Cl)NC(=O)C2=CN=C(S2)NC3=CC(=NC(=N3)C)N4CCN(CC4)CCO. Drug 2: CCN(CC)CCCC(C)NC1=C2C=C(C=CC2=NC3=C1C=CC(=C3)Cl)OC. Cell line: BT-549. Synergy scores: CSS=14.3, Synergy_ZIP=-1.62, Synergy_Bliss=0.828, Synergy_Loewe=0.116, Synergy_HSA=0.211. (5) Drug 1: CC12CCC(CC1=CCC3C2CCC4(C3CC=C4C5=CN=CC=C5)C)O. Drug 2: C1CCC(CC1)NC(=O)N(CCCl)N=O. Cell line: OVCAR-4. Synergy scores: CSS=10.6, Synergy_ZIP=-4.98, Synergy_Bliss=-0.900, Synergy_Loewe=-1.62, Synergy_HSA=0.766.